This data is from Forward reaction prediction with 1.9M reactions from USPTO patents (1976-2016). The task is: Predict the product of the given reaction. (1) Given the reactants [OH:1][C:2]1[CH:10]=[C:9]([C:11]([F:14])([F:13])[F:12])[CH:8]=[CH:7][C:3]=1[C:4](O)=[O:5].[H-].[Al+3].[Li+].[H-].[H-].[H-], predict the reaction product. The product is: [OH:5][CH2:4][C:3]1[CH:7]=[CH:8][C:9]([C:11]([F:13])([F:14])[F:12])=[CH:10][C:2]=1[OH:1]. (2) Given the reactants Cl[C:2]1[N:3]=[CH:4][C:5]2[N:11]([CH3:12])[C:10](=[O:13])[C:9]([CH3:15])([CH3:14])[CH2:8][N:7]([CH:16]3[CH2:20][CH2:19][CH2:18][CH2:17]3)[C:6]=2[N:21]=1.[NH2:22][C:23]1[CH:31]=[CH:30][C:26]([C:27]([OH:29])=[O:28])=[CH:25][C:24]=1[CH3:32].C(O)C, predict the reaction product. The product is: [CH:16]1([N:7]2[CH2:8][C:9]([CH3:15])([CH3:14])[C:10](=[O:13])[N:11]([CH3:12])[C:5]3[CH:4]=[N:3][C:2]([NH:22][C:23]4[CH:31]=[CH:30][C:26]([C:27]([OH:29])=[O:28])=[CH:25][C:24]=4[CH3:32])=[N:21][C:6]2=3)[CH2:20][CH2:19][CH2:18][CH2:17]1. (3) The product is: [CH2:7]([C:1]1[CH:6]=[CH:5][C:4]([S:26]([Cl:25])(=[O:28])=[O:27])=[CH:3][CH:2]=1)[CH2:8][CH2:9][CH2:10][CH2:11][CH2:12][CH2:13][CH2:14][CH2:15][CH2:16][CH2:17][CH2:18][CH2:19][CH3:20]. Given the reactants [C:1]1([CH2:7][CH2:8][CH2:9][CH2:10][CH2:11][CH2:12][CH2:13][CH2:14][CH2:15][CH2:16][CH2:17][CH2:18][CH2:19][CH2:20]CCCC)[CH:6]=[CH:5][CH:4]=[CH:3][CH:2]=1.[Cl:25][S:26](O)(=[O:28])=[O:27], predict the reaction product. (4) Given the reactants Cl.[NH2:2][C:3]1[CH:8]=[C:7]([CH2:9]Cl)[CH:6]=[CH:5][C:4]=1[C:11](=[O:13])[CH3:12].[CH3:14][NH:15][CH3:16], predict the reaction product. The product is: [NH2:2][C:3]1[CH:8]=[C:7]([CH2:9][N:15]([CH3:16])[CH3:14])[CH:6]=[CH:5][C:4]=1[C:11](=[O:13])[CH3:12]. (5) The product is: [CH2:34]([NH:42][C:21]([C:17]1[CH:16]=[C:15]([C:12]2[CH:11]=[CH:10][C:9]([CH:8]=[C:4]3[S:3][C:2](=[O:1])[NH:6][C:5]3=[O:7])=[CH:14][CH:13]=2)[CH:20]=[CH:19][CH:18]=1)=[O:23])[CH2:35][CH2:36][CH2:37][CH2:38][CH2:39][CH2:40][CH3:41]. Given the reactants [O:1]=[C:2]1[NH:6][C:5](=[O:7])[C:4](=[CH:8][C:9]2[CH:14]=[CH:13][C:12]([C:15]3[CH:20]=[CH:19][CH:18]=[C:17]([C:21]([OH:23])=O)[CH:16]=3)=[CH:11][CH:10]=2)[S:3]1.ON1C2C=CC=CC=2N=N1.[CH2:34]([NH2:42])[CH2:35][CH2:36][CH2:37][CH2:38][CH2:39][CH2:40][CH3:41].Cl.CN(C)CCCN=C=NCC, predict the reaction product. (6) The product is: [F:1][C:2]1[CH:8]=[CH:7][CH:6]=[CH:5][C:3]=1[NH:4][C:12]([C:14]1[C:23]2[C:22]3[N:24]=[CH:25][N:26]=[CH:27][C:21]=3[CH2:20][CH2:19][CH2:18][C:17]=2[NH:16][CH:15]=1)=[O:11]. Given the reactants [F:1][C:2]1[CH:8]=[CH:7][CH:6]=[CH:5][C:3]=1[NH2:4].C([O:11][C:12]([C:14]1[C:23]2[C:22]3[N:24]=[CH:25][N:26]=[CH:27][C:21]=3[CH2:20][CH2:19][CH2:18][C:17]=2[NH:16][CH:15]=1)=O)C.O, predict the reaction product. (7) Given the reactants C(OC(O[CH2:8][CH3:9])CBr)C.Br.C(=O)(O)[O-].[Na+].[NH2:16][C:17]1[N:18]=[N:19][C:20]([Cl:23])=[CH:21][CH:22]=1, predict the reaction product. The product is: [Cl:23][C:20]1[CH:21]=[CH:22][C:17]2[N:18]([CH:8]=[CH:9][N:16]=2)[N:19]=1.